Predict the reactants needed to synthesize the given product. From a dataset of Full USPTO retrosynthesis dataset with 1.9M reactions from patents (1976-2016). (1) Given the product [NH2:47][C:46]1[CH:48]=[CH:49][C:43]([C:2]2[N:7]=[C:6]([C:8]([S:11]([CH2:14][CH2:15][CH2:16][OH:17])(=[O:12])=[O:13])([CH3:10])[CH3:9])[CH:5]=[C:4]([N:28]3[CH2:33][CH2:32][O:31][CH2:30][C@@H:29]3[CH3:34])[N:3]=2)=[CH:44][CH:45]=1, predict the reactants needed to synthesize it. The reactants are: Cl[C:2]1[N:7]=[C:6]([C:8]([S:11]([CH2:14][CH2:15][CH2:16][O:17][Si](C(C)C)(C(C)C)C(C)C)(=[O:13])=[O:12])([CH3:10])[CH3:9])[CH:5]=[C:4]([N:28]2[CH2:33][CH2:32][O:31][CH2:30][C@@H:29]2[CH3:34])[N:3]=1.CC1(C)C(C)(C)OB([C:43]2[CH:49]=[CH:48][C:46]([NH2:47])=[CH:45][CH:44]=2)O1.C(=O)([O-])[O-].[Na+].[Na+].[F-].C([N+](CCCC)(CCCC)CCCC)CCC. (2) Given the product [CH3:21][S:18]([CH2:17][C:12]1[CH:13]=[CH:14][CH:15]=[CH:16][C:11]=1[NH:10][C:6]1[C:5]2[N:4]([N:3]=[C:2]([NH:36][C:33]3[CH:34]=[CH:35][C:30]([CH:27]4[CH2:26][CH2:25][N:24]([CH3:23])[CH2:29][CH2:28]4)=[CH:31][CH:32]=3)[N:22]=2)[CH:9]=[CH:8][CH:7]=1)(=[O:20])=[O:19], predict the reactants needed to synthesize it. The reactants are: Cl[C:2]1[N:22]=[C:5]2[C:6]([NH:10][C:11]3[CH:16]=[CH:15][CH:14]=[CH:13][C:12]=3[CH2:17][S:18]([CH3:21])(=[O:20])=[O:19])=[CH:7][CH:8]=[CH:9][N:4]2[N:3]=1.[CH3:23][N:24]1[CH2:29][CH2:28][CH:27]([C:30]2[CH:35]=[CH:34][C:33]([NH2:36])=[CH:32][CH:31]=2)[CH2:26][CH2:25]1.C1(P(C2CCCCC2)C2C=CC=CC=2C2C=CC=CC=2P(C2CCCCC2)C2CCCCC2)CCCCC1. (3) The reactants are: [CH2:1]([N:3]1[C:8](=[O:9])[C:7]2[C:10]([C:31]3[CH:36]=[CH:35][CH:34]=[CH:33][CH:32]=3)=[C:11]([C:13]3[CH:18]=[CH:17][C:16]([C:19]4([NH:23][C:24](=[O:30])[O:25][C:26]([CH3:29])([CH3:28])[CH3:27])[CH2:22][CH2:21][CH2:20]4)=[CH:15][CH:14]=3)[O:12][C:6]=2[N:5]=[C:4]1S(C)(=O)=O)[CH3:2].[CH3:41][NH2:42].CO. Given the product [CH2:1]([N:3]1[C:8](=[O:9])[C:7]2[C:10]([C:31]3[CH:36]=[CH:35][CH:34]=[CH:33][CH:32]=3)=[C:11]([C:13]3[CH:18]=[CH:17][C:16]([C:19]4([NH:23][C:24](=[O:30])[O:25][C:26]([CH3:29])([CH3:28])[CH3:27])[CH2:22][CH2:21][CH2:20]4)=[CH:15][CH:14]=3)[O:12][C:6]=2[N:5]=[C:4]1[NH:42][CH3:41])[CH3:2], predict the reactants needed to synthesize it. (4) Given the product [Br:1][C:2]1[CH:3]=[N:4][CH:5]=[C:6]([Br:8])[C:7]=1[CH:17]([OH:19])[CH3:18], predict the reactants needed to synthesize it. The reactants are: [Br:1][C:2]1[CH:3]=[N:4][CH:5]=[C:6]([Br:8])[CH:7]=1.[Li+].CC([N-]C(C)C)C.[CH:17](=[O:19])[CH3:18].[NH4+].[Cl-].